Dataset: Full USPTO retrosynthesis dataset with 1.9M reactions from patents (1976-2016). Task: Predict the reactants needed to synthesize the given product. (1) The reactants are: [CH2:1]([O:4][C:5]([N:7]([CH2:17][CH:18]1[CH2:23][CH2:22][N:21](C(OC(C)(C)C)=O)[CH2:20][CH2:19]1)[C@@H:8]1[CH2:10][C@H:9]1[C:11]1[CH:16]=[CH:15][CH:14]=[CH:13][CH:12]=1)=[O:6])[CH:2]=[CH2:3].Cl. Given the product [CH2:1]([O:4][C:5](=[O:6])[N:7]([C@@H:8]1[CH2:10][C@H:9]1[C:11]1[CH:12]=[CH:13][CH:14]=[CH:15][CH:16]=1)[CH2:17][CH:18]1[CH2:19][CH2:20][NH:21][CH2:22][CH2:23]1)[CH:2]=[CH2:3], predict the reactants needed to synthesize it. (2) Given the product [CH2:19]([CH:21]1[O:23][CH2:22]1)[Cl:20].[C:1]([O-:13])(=[O:12])[CH2:2][C:3]([CH2:8][C:9]([O-:11])=[O:10])([C:5]([O-:7])=[O:6])[OH:4].[Na+:14].[Na+:14].[Na+:14], predict the reactants needed to synthesize it. The reactants are: [C:1]([O-:13])(=[O:12])[CH2:2][C:3]([CH2:8][C:9]([O-:11])=[O:10])([C:5]([O-:7])=[O:6])[OH:4].[Na+:14].[Na+].[Na+].[OH-].[Na+].[CH2:19]([CH:21]1[O:23][CH2:22]1)[Cl:20].